From a dataset of Reaction yield outcomes from USPTO patents with 853,638 reactions. Predict the reaction yield, written as a fraction of the theoretical maximum amount of product (1.0 means a 100% yield; for example, 0.34 means a 34% yield). (1) The reactants are CC1(C)CCCC(C)(C)N1.[Li][CH2:12][CH2:13][CH2:14][CH3:15].[N:16]1[CH:21]=[CH:20][CH:19]=C[C:17]=1[C:22]([OH:24])=[O:23].C(=O)CC. The yield is 0.110. The product is [CH2:14]([CH:13]1[C:12]2[C:17](=[N:16][CH:21]=[CH:20][CH:19]=2)[C:22](=[O:23])[O:24]1)[CH3:15]. The catalyst is C1COCC1. (2) The reactants are [O:1]=[C:2]1[CH:7]=[C:6]([CH:8]2[CH2:13][CH2:12][N:11](C(OC(C)(C)C)=O)[CH2:10][CH2:9]2)[N:5]2[N:21]=[C:22]3[N:27]=[C:26]([C:28]4[CH:33]=[CH:32][CH:31]=[CH:30][CH:29]=4)[CH:25]=[CH:24][C:23]3=[C:4]2[NH:3]1.[ClH:34]. The catalyst is CO.O1CCOCC1. The product is [ClH:34].[C:28]1([C:26]2[CH:25]=[CH:24][C:23]3[C:22]([N:27]=2)=[N:21][N:5]2[C:6]([CH:8]4[CH2:9][CH2:10][NH:11][CH2:12][CH2:13]4)=[CH:7][C:2](=[O:1])[NH:3][C:4]=32)[CH:29]=[CH:30][CH:31]=[CH:32][CH:33]=1. The yield is 0.900.